Task: Predict which catalyst facilitates the given reaction.. Dataset: Catalyst prediction with 721,799 reactions and 888 catalyst types from USPTO (1) Reactant: [C:1]([CH2:3][C:4]1([N:15]2[CH:19]=[C:18]([C:20]3[N:25]4[CH:26]=[CH:27][N:28]=[C:24]4[CH:23]=[C:22]([C:29]4[CH:30]=[N:31][C:32]([O:35][CH3:36])=[N:33][CH:34]=4)[N:21]=3)[CH:17]=[N:16]2)[CH2:7][N:6](C(OC(C)(C)C)=O)[CH2:5]1)#[N:2].Cl.O1CCOCC1.C(N(C(C)C)CC)(C)C.[CH:53]1([S:56](Cl)(=[O:58])=[O:57])[CH2:55][CH2:54]1. Product: [CH:53]1([S:56]([N:6]2[CH2:5][C:4]([CH2:3][C:1]#[N:2])([N:15]3[CH:19]=[C:18]([C:20]4[N:25]5[CH:26]=[CH:27][N:28]=[C:24]5[CH:23]=[C:22]([C:29]5[CH:30]=[N:31][C:32]([O:35][CH3:36])=[N:33][CH:34]=5)[N:21]=4)[CH:17]=[N:16]3)[CH2:7]2)(=[O:58])=[O:57])[CH2:55][CH2:54]1. The catalyst class is: 138. (2) Reactant: [H-].[Na+].[Cl:3][C:4]1[N:13]=[CH:12][C:11]2[NH:10][C:9](=[O:14])[C@@H:8]([CH2:15][CH3:16])[N:7]([C@@H:17]3[CH2:21][CH2:20][C:19]([F:23])([F:22])[CH2:18]3)[C:6]=2[N:5]=1.[CH3:24]I. Product: [Cl:3][C:4]1[N:13]=[CH:12][C:11]2[N:10]([CH3:24])[C:9](=[O:14])[C@@H:8]([CH2:15][CH3:16])[N:7]([C@@H:17]3[CH2:21][CH2:20][C:19]([F:23])([F:22])[CH2:18]3)[C:6]=2[N:5]=1. The catalyst class is: 44.